This data is from Forward reaction prediction with 1.9M reactions from USPTO patents (1976-2016). The task is: Predict the product of the given reaction. (1) Given the reactants C([N:8]1[CH:12]=[CH:11][N:10]=[C:9]1[C:13]1[CH:18]=[CH:17][CH:16]=[CH:15][N:14]=1)C1C=CC=CC=1.C(C1C=CC=CN=1)#N.[CH2:27]([N:34]1[CH:38]=[CH:37][N:36]=[C:35]1[C:39]1[CH:44]=[CH:43][CH:42]=[CH:41][CH:40]=1)C1C=CC=CC=1.B(O)(O)C1C=CC=C(F)C=1, predict the reaction product. The product is: [C:39]1([C:35]2[N:34]=[CH:27][C:38]([C:12]3[NH:8][C:9]([C:13]4[CH:18]=[CH:17][CH:16]=[CH:15][N:14]=4)=[N:10][CH:11]=3)=[CH:37][N:36]=2)[CH:44]=[CH:43][CH:42]=[CH:41][CH:40]=1. (2) Given the reactants CN([CH:4]=[O:5])C.O=P(Cl)(Cl)Cl.[CH2:11]([O:18][C:19]1[CH:28]=[C:27]2[C:22]([C:23]([CH3:29])=[CH:24][CH2:25][O:26]2)=[CH:21][CH:20]=1)[C:12]1[CH:17]=[CH:16][CH:15]=[CH:14][CH:13]=1, predict the reaction product. The product is: [CH2:11]([O:18][C:19]1[CH:28]=[C:27]2[C:22]([C:23]([CH3:29])=[C:24]([CH:4]=[O:5])[CH2:25][O:26]2)=[CH:21][CH:20]=1)[C:12]1[CH:13]=[CH:14][CH:15]=[CH:16][CH:17]=1. (3) Given the reactants [NH2:1][CH2:2][C@H:3]1[C@H:9]([C:10]2[CH:15]=[CH:14][C:13]([Cl:16])=[C:12]([Cl:17])[CH:11]=2)[O:8][CH2:7][CH2:6][N:5](C(OC(C)(C)C)=O)[CH2:4]1.[O:25]=[C:26]1[CH2:30][CH2:29][CH2:28][N:27]1[CH2:31][C:32](O)=[O:33], predict the reaction product. The product is: [ClH:16].[Cl:17][C:12]1[CH:11]=[C:10]([C@@H:9]2[O:8][CH2:7][CH2:6][NH:5][CH2:4][C@H:3]2[CH2:2][NH:1][C:32](=[O:33])[CH2:31][N:27]2[CH2:28][CH2:29][CH2:30][C:26]2=[O:25])[CH:15]=[CH:14][C:13]=1[Cl:16]. (4) Given the reactants [C:1]([C:3](=[CH:12]OCC)[C:4]([NH:6][C:7](=O)[O:8]CC)=[O:5])#[N:2].[NH2:16][C:17]1[CH:27]=[CH:26][C:20]2[N:21]([CH3:25])[C:22](=[O:24])[O:23][C:19]=2[CH:18]=1.C(N(CC)CC)C, predict the reaction product. The product is: [CH3:25][N:21]1[C:20]2[CH:26]=[CH:27][C:17]([N:16]3[CH:12]=[C:3]([C:1]#[N:2])[C:4](=[O:5])[NH:6][C:7]3=[O:8])=[CH:18][C:19]=2[O:23][C:22]1=[O:24]. (5) Given the reactants B(Br)(Br)Br.C[O:6][C:7]1[CH:8]=[C:9]([C:13]2[O:14][C:15]3[N:16]=[C:17]([CH2:26][N:27]4[CH2:32][CH2:31][O:30][CH2:29][CH2:28]4)[N:18]=[C:19]([O:22][CH2:23][CH2:24][CH3:25])[C:20]=3[N:21]=2)[CH:10]=[CH:11][CH:12]=1.C(=O)([O-])O.[Na+], predict the reaction product. The product is: [N:27]1([CH2:26][C:17]2[N:18]=[C:19]([O:22][CH2:23][CH2:24][CH3:25])[C:20]3[N:21]=[C:13]([C:9]4[CH:8]=[C:7]([OH:6])[CH:12]=[CH:11][CH:10]=4)[O:14][C:15]=3[N:16]=2)[CH2:28][CH2:29][O:30][CH2:31][CH2:32]1. (6) Given the reactants C(OC(=O)[NH:10][C@@H:11]([CH2:42][CH2:43][CH2:44][NH:45][C:46]([O:48][C:49]([CH3:52])([CH3:51])[CH3:50])=[O:47])[C:12](=[O:41])[NH:13][CH2:14][CH2:15][CH2:16][CH2:17][C@H:18]([NH:33][C:34]([O:36][C:37]([CH3:40])([CH3:39])[CH3:38])=[O:35])[CH2:19][C:20](=[O:32])[NH:21][CH2:22][CH2:23][NH:24][C:25](=[O:31])[O:26][C:27]([CH3:30])([CH3:29])[CH3:28])C1C=CC=CC=1, predict the reaction product. The product is: [C:49]([O:48][C:46](=[O:47])[NH:45][CH2:44][CH2:43][CH2:42][C@H:11]([NH2:10])[C:12](=[O:41])[NH:13][CH2:14][CH2:15][CH2:16][CH2:17][C@H:18]([NH:33][C:34]([O:36][C:37]([CH3:40])([CH3:39])[CH3:38])=[O:35])[CH2:19][C:20](=[O:32])[NH:21][CH2:22][CH2:23][NH:24][C:25](=[O:31])[O:26][C:27]([CH3:29])([CH3:30])[CH3:28])([CH3:50])([CH3:51])[CH3:52]. (7) The product is: [CH:56]1([N:52]([CH:53]([CH3:54])[CH3:55])[CH2:51][CH2:50][NH:49][C:47]([NH:46][CH2:45][C:24]2[N:23]=[C:22]3[C:27]([N:28]=[CH:29][N:21]3[C@H:6]3[C@H:5]([OH:4])[C@H:9]([OH:10])[C@@H:8]([C:14]4[N:15]=[N:16][N:17]([CH2:19][CH3:20])[N:18]=4)[O:7]3)=[C:26]([NH:30][CH2:31][CH:32]([C:33]3[CH:34]=[CH:35][CH:36]=[CH:37][CH:38]=3)[C:39]3[CH:44]=[CH:43][CH:42]=[CH:41][CH:40]=3)[N:25]=2)=[O:48])[CH2:57][CH2:58][CH2:59][CH2:60]1. Given the reactants C([O:4][C@@H:5]1[C@H:9]([O:10]C(=O)C)[C@@H:8]([C:14]2[N:15]=[N:16][N:17]([CH2:19][CH3:20])[N:18]=2)[O:7][C@H:6]1[N:21]1[CH:29]=[N:28][C:27]2[C:22]1=[N:23][C:24]([CH2:45][NH:46][C:47]([NH:49][CH2:50][CH2:51][N:52]([CH:56]1[CH2:60][CH2:59][CH2:58][CH2:57]1)[CH:53]([CH3:55])[CH3:54])=[O:48])=[N:25][C:26]=2[NH:30][CH2:31][CH:32]([C:39]1[CH:44]=[CH:43][CH:42]=[CH:41][CH:40]=1)[C:33]1[CH:38]=[CH:37][CH:36]=[CH:35][CH:34]=1)(=O)C.C(=O)([O-])[O-].[Na+].[Na+], predict the reaction product.